From a dataset of Full USPTO retrosynthesis dataset with 1.9M reactions from patents (1976-2016). Predict the reactants needed to synthesize the given product. (1) Given the product [F:1][C:2]1[CH:30]=[C:29]([NH2:31])[CH:28]=[CH:27][C:3]=1[O:4][C:5]1[C:14]2[C:9](=[CH:10][C:11]([O:17][CH2:18][CH2:19][CH2:20][N:21]3[CH2:26][CH2:25][O:24][CH2:23][CH2:22]3)=[C:12]([O:15][CH3:16])[CH:13]=2)[N:8]=[CH:7][CH:6]=1, predict the reactants needed to synthesize it. The reactants are: [F:1][C:2]1[CH:30]=[C:29]([N+:31]([O-])=O)[CH:28]=[CH:27][C:3]=1[O:4][C:5]1[C:14]2[C:9](=[CH:10][C:11]([O:17][CH2:18][CH2:19][CH2:20][N:21]3[CH2:26][CH2:25][O:24][CH2:23][CH2:22]3)=[C:12]([O:15][CH3:16])[CH:13]=2)[N:8]=[CH:7][CH:6]=1.[H][H]. (2) The reactants are: C1C=[N+]([C@@H]2[O:11][C@H:24](C[O:11]P(OP(OC[C@H]3[O:27][C@@H:26](N4C5N=CN=C(N)C=5N=C4)[C@H:25]([OH:38])[C@@H:24]3O)(O)=O)(O)=O)[C@@H:25]([OH:38])[C@H:26]2[OH:27])C=C(C(N)=O)C=1.[O:45]=CC1C=[CH:54][C:52]([OH:53])=[C:49]([O:50]C)C=1.C1N=C(N)C2N=CN([C@@H]3O[C@H](COP(OP(OC[C@H]4O[C@@H](N5C=C(C(N)=O)CC=C5)[C@H](O)[C@@H]4O)(O)=O)(O)=O)[C@@H](O)[C@H]3O)C=2N=1. Given the product [C:26]([O-:45])(=[O:27])[CH:25]([CH3:24])[OH:38].[C:49]([O-:11])(=[O:50])[C:52]([CH3:54])=[O:53], predict the reactants needed to synthesize it. (3) Given the product [ClH:28].[NH2:7][CH2:8][CH2:9][NH:10][C:11]([CH:13]1[CH2:18][CH2:17][N:16]([C:19]2[CH:24]=[CH:23][C:22](=[O:25])[N:21]([CH3:26])[N:20]=2)[CH2:15][CH2:14]1)=[O:12], predict the reactants needed to synthesize it. The reactants are: C(OC(=O)[NH:7][CH2:8][CH2:9][NH:10][C:11]([CH:13]1[CH2:18][CH2:17][N:16]([C:19]2[CH:24]=[CH:23][C:22](=[O:25])[N:21]([CH3:26])[N:20]=2)[CH2:15][CH2:14]1)=[O:12])(C)(C)C.[ClH:28]. (4) Given the product [CH:15]([C:12]1[S:11][C:10]([NH:9][CH2:8][CH2:7][CH2:6][NH:5][C:3](=[O:4])[C@@H:2]([NH:1][N:23]([C@@H:19]([CH3:18])[CH:20]=[O:21])[C:24](=[O:25])[O:26][C:27]([CH3:28])([CH3:29])[CH3:30])[CH3:17])=[N:14][CH:13]=1)=[O:16], predict the reactants needed to synthesize it. The reactants are: [NH2:1][C@@H:2]([CH3:17])[C:3]([NH:5][CH2:6][CH2:7][CH2:8][NH:9][C:10]1[S:11][C:12]([CH:15]=[O:16])=[CH:13][N:14]=1)=[O:4].[CH3:18][C@H:19]([NH:23][C:24]([O:26][C:27]([CH3:30])([CH3:29])[CH3:28])=[O:25])[C:20](O)=[O:21].ON1C2N=CC=CC=2N=N1.CN1CCOCC1.C(Cl)CCl.